Dataset: Reaction yield outcomes from USPTO patents with 853,638 reactions. Task: Predict the reaction yield, written as a fraction of the theoretical maximum amount of product (1.0 means a 100% yield; for example, 0.34 means a 34% yield). The reactants are [CH2:1]([C@@H:8]1[C@@H:12]([CH2:13][C:14]#[CH:15])[O:11][C:10]([CH3:17])([CH3:16])[O:9]1)[CH2:2][CH2:3][CH2:4][CH2:5][CH2:6][CH3:7].[CH2:18]([N:25]=[N+:26]=[N-:27])[C:19]1[CH:24]=[CH:23][CH:22]=[CH:21][CH:20]=1.O=C1O[C@H]([C@H](CO)O)C([O-])=C1O.[Na+]. The catalyst is S([O-])([O-])(=O)=O.[Cu+2].O.C(O)(C)(C)C. The product is [CH2:18]([N:25]1[CH:15]=[C:14]([CH2:13][C@@H:12]2[C@@H:8]([CH2:1][CH2:2][CH2:3][CH2:4][CH2:5][CH2:6][CH3:7])[O:9][C:10]([CH3:16])([CH3:17])[O:11]2)[N:27]=[N:26]1)[C:19]1[CH:24]=[CH:23][CH:22]=[CH:21][CH:20]=1. The yield is 0.970.